From a dataset of NCI-60 drug combinations with 297,098 pairs across 59 cell lines. Regression. Given two drug SMILES strings and cell line genomic features, predict the synergy score measuring deviation from expected non-interaction effect. (1) Drug 2: CC1C(C(CC(O1)OC2CC(OC(C2O)C)OC3=CC4=CC5=C(C(=O)C(C(C5)C(C(=O)C(C(C)O)O)OC)OC6CC(C(C(O6)C)O)OC7CC(C(C(O7)C)O)OC8CC(C(C(O8)C)O)(C)O)C(=C4C(=C3C)O)O)O)O. Synergy scores: CSS=49.4, Synergy_ZIP=7.37, Synergy_Bliss=5.42, Synergy_Loewe=-20.4, Synergy_HSA=5.83. Drug 1: CC1=C2C(C(=O)C3(C(CC4C(C3C(C(C2(C)C)(CC1OC(=O)C(C(C5=CC=CC=C5)NC(=O)OC(C)(C)C)O)O)OC(=O)C6=CC=CC=C6)(CO4)OC(=O)C)OC)C)OC. Cell line: MOLT-4. (2) Synergy scores: CSS=11.6, Synergy_ZIP=-2.31, Synergy_Bliss=2.70, Synergy_Loewe=-8.80, Synergy_HSA=1.71. Drug 1: C1=NC(=NC(=O)N1C2C(C(C(O2)CO)O)O)N. Cell line: RXF 393. Drug 2: C1=NNC2=C1C(=O)NC=N2. (3) Drug 1: CC12CCC(CC1=CCC3C2CCC4(C3CC=C4C5=CN=CC=C5)C)O. Drug 2: CC1=C2C(C(=O)C3(C(CC4C(C3C(C(C2(C)C)(CC1OC(=O)C(C(C5=CC=CC=C5)NC(=O)OC(C)(C)C)O)O)OC(=O)C6=CC=CC=C6)(CO4)OC(=O)C)OC)C)OC. Cell line: OVCAR-4. Synergy scores: CSS=42.5, Synergy_ZIP=4.04, Synergy_Bliss=2.74, Synergy_Loewe=-20.4, Synergy_HSA=6.78. (4) Drug 1: CCCS(=O)(=O)NC1=C(C(=C(C=C1)F)C(=O)C2=CNC3=C2C=C(C=N3)C4=CC=C(C=C4)Cl)F. Drug 2: CC1CCC2CC(C(=CC=CC=CC(CC(C(=O)C(C(C(=CC(C(=O)CC(OC(=O)C3CCCCN3C(=O)C(=O)C1(O2)O)C(C)CC4CCC(C(C4)OC)O)C)C)O)OC)C)C)C)OC. Cell line: SK-OV-3. Synergy scores: CSS=45.5, Synergy_ZIP=11.7, Synergy_Bliss=11.8, Synergy_Loewe=-3.54, Synergy_HSA=11.3. (5) Synergy scores: CSS=32.2, Synergy_ZIP=-6.18, Synergy_Bliss=-5.05, Synergy_Loewe=2.17, Synergy_HSA=3.18. Cell line: HS 578T. Drug 2: C1C(C(OC1N2C=C(C(=O)NC2=O)F)CO)O. Drug 1: CC1OCC2C(O1)C(C(C(O2)OC3C4COC(=O)C4C(C5=CC6=C(C=C35)OCO6)C7=CC(=C(C(=C7)OC)O)OC)O)O.